Predict the reactants needed to synthesize the given product. From a dataset of Full USPTO retrosynthesis dataset with 1.9M reactions from patents (1976-2016). (1) The reactants are: C[O:2][C:3]([C:5]1[S:9][C:8]2[C:10](Br)=[CH:11][CH:12]=[C:13]([O:14][CH3:15])[C:7]=2[CH:6]=1)=[O:4].C([O-])([O-])=O.[K+].[K+].[C:23]1(B(O)O)[CH:28]=[CH:27][CH:26]=[CH:25][CH:24]=1.C([O-])([O-])=O.[Na+].[Na+]. Given the product [CH3:15][O:14][C:13]1[C:7]2[CH:6]=[C:5]([C:3]([OH:2])=[O:4])[S:9][C:8]=2[C:10]([C:23]2[CH:28]=[CH:27][CH:26]=[CH:25][CH:24]=2)=[CH:11][CH:12]=1, predict the reactants needed to synthesize it. (2) Given the product [NH2:19][CH:16]1[CH2:15][CH2:14][N:13]([CH2:12][C:11]([NH:10][C:7]2[CH:8]=[CH:9][C:4]([C:1]([NH2:2])=[O:3])=[CH:5][CH:6]=2)=[O:27])[CH2:18][CH2:17]1.[ClH:36], predict the reactants needed to synthesize it. The reactants are: [C:1]([C:4]1[CH:9]=[CH:8][C:7]([NH:10][C:11](=[O:27])[CH2:12][N:13]2[CH2:18][CH2:17][CH:16]([NH:19]C(=O)OC(C)(C)C)[CH2:15][CH2:14]2)=[CH:6][CH:5]=1)(=[O:3])[NH2:2].C(O)(C(F)(F)F)=O.C(Cl)[Cl:36]. (3) Given the product [C:1]([NH:4][C:5]1[CH:13]=[CH:12][CH:11]=[C:10]2[C:6]=1[C:7](=[O:33])[N:8]([CH:15]([C:20]1[CH:25]=[CH:24][C:23]([O:26][CH:27]([F:28])[F:29])=[C:22]([O:30][CH2:31][CH3:32])[CH:21]=1)[CH2:16][C:17]([N:36]([CH3:37])[CH3:35])=[O:18])[C:9]2=[O:14])(=[O:3])[CH3:2], predict the reactants needed to synthesize it. The reactants are: [C:1]([NH:4][C:5]1[CH:13]=[CH:12][CH:11]=[C:10]2[C:6]=1[C:7](=[O:33])[N:8]([CH:15]([C:20]1[CH:25]=[CH:24][C:23]([O:26][CH:27]([F:29])[F:28])=[C:22]([O:30][CH2:31][CH3:32])[CH:21]=1)[CH2:16][C:17](O)=[O:18])[C:9]2=[O:14])(=[O:3])[CH3:2].C1N=[CH:37][N:36](C(N2C=NC=C2)=O)[CH:35]=1.CNC. (4) The reactants are: [N+:1]([O-:4])([OH:3])=[O:2].O[C:6]12[CH2:15][CH:10]3[CH2:11][CH:12]([CH2:14][C:8]([C:16]([OH:18])=[O:17])([CH2:9]3)[CH2:7]1)[CH2:13]2. Given the product [N+:1]([O:4][C:10]12[CH2:15][CH:6]3[CH2:13][CH:12]([CH2:14][C:8]([C:16]([OH:18])=[O:17])([CH2:7]3)[CH2:9]1)[CH2:11]2)([O-:3])=[O:2], predict the reactants needed to synthesize it. (5) Given the product [CH3:14][O:12][C:11](=[O:13])[C@@H:8]1[CH2:7][C@@H:6]([OH:5])[CH2:10][NH:9]1, predict the reactants needed to synthesize it. The reactants are: S(Cl)(Cl)=O.[OH:5][C@H:6]1[CH2:10][NH:9][C@H:8]([C:11]([OH:13])=[O:12])[CH2:7]1.[CH3:14]O.